Dataset: Full USPTO retrosynthesis dataset with 1.9M reactions from patents (1976-2016). Task: Predict the reactants needed to synthesize the given product. (1) Given the product [C:12]([O:16][C:17]([N:19]1[CH2:24][CH:23]2[CH2:28][CH:20]1[CH2:21][CH2:22]2)=[O:18])([CH3:15])([CH3:13])[CH3:14], predict the reactants needed to synthesize it. The reactants are: NCC(C1C=CC(Br)=CC=1)=O.[C:12]([O:16][C:17]([N:19]1[CH:24](C(O)=O)[CH:23]2[CH2:28][CH:20]1[CH2:21][CH2:22]2)=[O:18])([CH3:15])([CH3:14])[CH3:13].CN(C(ON1N=NC2C=CC=NC1=2)=[N+](C)C)C.F[P-](F)(F)(F)(F)F.C(N(C(C)C)CC)(C)C. (2) Given the product [C:1]([C:5]1[CH:6]=[C:7]([NH:17][C:18]([NH:20][C@@H:21]2[C:30]3[C:25](=[CH:26][CH:27]=[CH:28][CH:29]=3)[C@H:24]([O:31][C:32]3[CH:33]=[CH:34][C:35]4[N:36]([C:38]([N:41]5[CH2:46][CH2:45][CH2:44][C@@H:43]([CH2:77][OH:78])[CH2:42]5)=[N:39][N:40]=4)[CH:37]=3)[CH2:23][CH2:22]2)=[O:19])[N:8]([C:10]2[CH:11]=[CH:12][C:13]([CH3:16])=[CH:14][CH:15]=2)[N:9]=1)([CH3:2])([CH3:3])[CH3:4], predict the reactants needed to synthesize it. The reactants are: [C:1]([C:5]1[CH:6]=[C:7]([NH:17][C:18]([NH:20][C@@H:21]2[C:30]3[C:25](=[CH:26][CH:27]=[CH:28][CH:29]=3)[C@H:24]([O:31][C:32]3[CH:33]=[CH:34][C:35]4[N:36]([C:38]([N:41]5[CH2:46][CH2:45][CH2:44][CH:43](O[Si](C(C)C)(C(C)C)C(C)C)[C@H:42]5C)=[N:39][N:40]=4)[CH:37]=3)[CH2:23][CH2:22]2)=[O:19])[N:8]([C:10]2[CH:15]=[CH:14][C:13]([CH3:16])=[CH:12][CH:11]=2)[N:9]=1)([CH3:4])([CH3:3])[CH3:2].CCCC[N+](CCCC)(CCCC)CCCC.[F-].[CH3:77][OH:78]. (3) Given the product [Cl:1][C:2]1[CH:3]=[C:4]2[C:8](=[CH:9][CH:10]=1)[NH:7][CH:6]=[C:5]2[CH2:11][CH2:12][NH:13][C:14](=[O:23])[C:15]1[CH:20]=[CH:19][C:18]([CH2:21][C:25]2[CH:30]=[CH:29][C:28]([CH3:31])=[CH:27][CH:26]=2)=[CH:17][CH:16]=1, predict the reactants needed to synthesize it. The reactants are: [Cl:1][C:2]1[CH:3]=[C:4]2[C:8](=[CH:9][CH:10]=1)[NH:7][CH:6]=[C:5]2[CH2:11][CH2:12][NH:13][C:14](=[O:23])[C:15]1[CH:20]=[CH:19][C:18]([CH2:21]Cl)=[CH:17][CH:16]=1.B(O)(O)[C:25]1[CH:26]=[CH:27][C:28]([CH3:31])=[CH:29][CH:30]=1.C(=O)([O-])[O-].[Na+].[Na+].[I-].[Na+]. (4) Given the product [C:39]([C:38]1[C:37]([CH3:44])=[C:36]([C:5]2[CH:4]=[CH:3][C:2]([F:1])=[C:10]3[C:6]=2[CH2:7][CH2:8][C@H:9]3[O:11][C:12]2[CH:25]=[CH:24][C:15]3[C@H:16]([CH2:19][C:20]([O:22][CH3:23])=[O:21])[CH2:17][O:18][C:14]=3[CH:13]=2)[CH:43]=[CH:42][CH:41]=1)#[N:40], predict the reactants needed to synthesize it. The reactants are: [F:1][C:2]1[CH:3]=[CH:4][C:5](B2OC(C)(C)C(C)(C)O2)=[C:6]2[C:10]=1[C@H:9]([O:11][C:12]1[CH:25]=[CH:24][C:15]3[C@H:16]([CH2:19][C:20]([O:22][CH3:23])=[O:21])[CH2:17][O:18][C:14]=3[CH:13]=1)[CH2:8][CH2:7]2.Br[C:36]1[C:37]([CH3:44])=[C:38]([CH:41]=[CH:42][CH:43]=1)[C:39]#[N:40].[O-]P([O-])([O-])=O.[K+].[K+].[K+].C1(P(C2CCCCC2)C2C=CC=CC=2C2C(OC)=CC=CC=2OC)CCCCC1. (5) Given the product [NH2:28][C:3]1[CH:4]=[C:5]([NH:8][C:9]([C:11]2[CH:12]=[CH:13][C:14]3[CH:15]=[C:16]4[C:23](=[O:24])[NH:22][CH2:21][C:20]5([CH2:25][CH2:26][CH2:27]5)[N:17]4[C:18]=3[CH:19]=2)=[O:10])[CH:6]=[CH:7][C:2]=1[F:1], predict the reactants needed to synthesize it. The reactants are: [F:1][C:2]1[CH:7]=[CH:6][C:5]([NH:8][C:9]([C:11]2[CH:12]=[CH:13][C:14]3[CH:15]=[C:16]4[C:23](=[O:24])[NH:22][CH2:21][C:20]5([CH2:27][CH2:26][CH2:25]5)[N:17]4[C:18]=3[CH:19]=2)=[O:10])=[CH:4][C:3]=1[N+:28]([O-])=O.O.[Cl-].[NH4+]. (6) Given the product [CH:2]([N:4]1[CH2:9][CH2:8][N:7]([CH2:15][CH2:14][CH2:13][C:12]#[CH:11])[CH2:6][CH2:5]1)([CH3:3])[CH3:1], predict the reactants needed to synthesize it. The reactants are: [CH3:1][CH:2]([N:4]1[CH2:9][CH2:8][NH:7][CH2:6][CH2:5]1)[CH3:3].Cl[CH2:11][CH2:12][CH2:13][C:14]#[CH:15].C(=O)(O)[O-].[Na+]. (7) Given the product [Br:25][C:22]1[CH:23]=[CH:24][C:19]([CH2:18][O:17][C:14]2[CH:15]=[CH:16][N:11]([CH2:10][CH2:9][C:6]3[CH:7]=[CH:8][C:3]([CH2:2][N:27]4[CH2:31][CH2:30][CH2:29][CH2:28]4)=[CH:4][CH:5]=3)[C:12](=[O:26])[CH:13]=2)=[N:20][CH:21]=1, predict the reactants needed to synthesize it. The reactants are: Br[CH2:2][C:3]1[CH:8]=[CH:7][C:6]([CH2:9][CH2:10][N:11]2[CH:16]=[CH:15][C:14]([O:17][CH2:18][C:19]3[CH:24]=[CH:23][C:22]([Br:25])=[CH:21][N:20]=3)=[CH:13][C:12]2=[O:26])=[CH:5][CH:4]=1.[NH:27]1[CH2:31][CH2:30][CH2:29][CH2:28]1. (8) The reactants are: COC1C=CC(C[N:8](CC2C=CC(OC)=CC=2)[S:9]([CH2:12][CH2:13][CH:14]=[CH2:15])(=[O:11])=[O:10])=CC=1.[CH2:27]([Li])[CH2:28]CC.C(I)C. Given the product [CH3:27][CH2:28][C@@H:12]([S:9]([NH2:8])(=[O:10])=[O:11])[CH2:13][CH:14]=[CH2:15], predict the reactants needed to synthesize it.